This data is from Full USPTO retrosynthesis dataset with 1.9M reactions from patents (1976-2016). The task is: Predict the reactants needed to synthesize the given product. (1) The reactants are: [CH2:1]([NH2:4])[CH2:2][CH3:3].[CH3:5][O:6][C:7]1[CH:8]=[C:9]2[C:14](=[CH:15][C:16]=1[O:17][CH3:18])[N:13]=[CH:12][N:11]=[C:10]2[O:19][C:20]1[C:21]([F:42])=[C:22]2[C:26](=[CH:27][CH:28]=1)[N:25]([C:29]([O:31]C1C=CC([N+]([O-])=O)=CC=1)=O)[C:24]([CH3:41])=[CH:23]2. Given the product [CH3:5][O:6][C:7]1[CH:8]=[C:9]2[C:14](=[CH:15][C:16]=1[O:17][CH3:18])[N:13]=[CH:12][N:11]=[C:10]2[O:19][C:20]1[C:21]([F:42])=[C:22]2[C:26](=[CH:27][CH:28]=1)[N:25]([C:29]([NH:4][CH2:1][CH2:2][CH3:3])=[O:31])[C:24]([CH3:41])=[CH:23]2, predict the reactants needed to synthesize it. (2) Given the product [CH3:18][S:19]([O:8][CH2:7][CH2:6][C:5]1[CH:9]=[CH:10][C:2]([Br:1])=[CH:3][CH:4]=1)(=[O:21])=[O:20], predict the reactants needed to synthesize it. The reactants are: [Br:1][C:2]1[CH:10]=[CH:9][C:5]([CH2:6][CH2:7][OH:8])=[CH:4][CH:3]=1.C(N(CC)CC)C.[CH3:18][S:19](Cl)(=[O:21])=[O:20]. (3) Given the product [Cl:34][C:35]1[CH:42]=[C:41]([F:43])[CH:40]=[CH:39][C:36]=1[CH2:37][N:27]1[CH2:28][CH2:29][CH:24]([N:11]2[CH:10]=[N:9][C:8]3[C:12]2=[N:13][C:14]([C:16]2[CH:17]=[C:18]([CH2:22][OH:23])[CH:19]=[CH:20][CH:21]=2)=[N:15][C:7]=3[N:1]2[CH2:6][CH2:5][O:4][CH2:3][CH2:2]2)[CH2:25][CH2:26]1, predict the reactants needed to synthesize it. The reactants are: [N:1]1([C:7]2[N:15]=[C:14]([C:16]3[CH:17]=[C:18]([CH2:22][OH:23])[CH:19]=[CH:20][CH:21]=3)[N:13]=[C:12]3[C:8]=2[N:9]=[CH:10][N:11]3[CH:24]2[CH2:29][CH2:28][NH:27][CH2:26][CH2:25]2)[CH2:6][CH2:5][O:4][CH2:3][CH2:2]1.[BH3-]C#N.[Na+].[Cl:34][C:35]1[CH:42]=[C:41]([F:43])[CH:40]=[CH:39][C:36]=1[CH:37]=O.